Dataset: Full USPTO retrosynthesis dataset with 1.9M reactions from patents (1976-2016). Task: Predict the reactants needed to synthesize the given product. Given the product [C:1]([O:5][C:6](=[O:20])[NH:7][C:8]1[CH:13]=[C:12]([N:21]2[CH2:26][CH2:25][S:24][CH2:23][CH2:22]2)[C:11]([C:15]#[N:16])=[CH:10][C:9]=1[N+:17]([O-:19])=[O:18])([CH3:4])([CH3:3])[CH3:2], predict the reactants needed to synthesize it. The reactants are: [C:1]([O:5][C:6](=[O:20])[NH:7][C:8]1[CH:13]=[C:12](F)[C:11]([C:15]#[N:16])=[CH:10][C:9]=1[N+:17]([O-:19])=[O:18])([CH3:4])([CH3:3])[CH3:2].[NH:21]1[CH2:26][CH2:25][S:24][CH2:23][CH2:22]1.